Dataset: NCI-60 drug combinations with 297,098 pairs across 59 cell lines. Task: Regression. Given two drug SMILES strings and cell line genomic features, predict the synergy score measuring deviation from expected non-interaction effect. (1) Drug 1: CN(C)N=NC1=C(NC=N1)C(=O)N. Drug 2: C1=CC(=CC=C1CCCC(=O)O)N(CCCl)CCCl. Cell line: KM12. Synergy scores: CSS=9.76, Synergy_ZIP=-6.71, Synergy_Bliss=-4.50, Synergy_Loewe=0.755, Synergy_HSA=1.13. (2) Drug 1: C1=NC2=C(N=C(N=C2N1C3C(C(C(O3)CO)O)O)F)N. Drug 2: CC1=C(C=C(C=C1)C(=O)NC2=CC(=CC(=C2)C(F)(F)F)N3C=C(N=C3)C)NC4=NC=CC(=N4)C5=CN=CC=C5. Cell line: SW-620. Synergy scores: CSS=-0.376, Synergy_ZIP=1.43, Synergy_Bliss=1.30, Synergy_Loewe=-4.99, Synergy_HSA=-4.01. (3) Drug 1: CN(CC1=CN=C2C(=N1)C(=NC(=N2)N)N)C3=CC=C(C=C3)C(=O)NC(CCC(=O)O)C(=O)O. Drug 2: C1=CC=C(C=C1)NC(=O)CCCCCCC(=O)NO. Cell line: HCT116. Synergy scores: CSS=60.3, Synergy_ZIP=-5.56, Synergy_Bliss=-9.83, Synergy_Loewe=-12.2, Synergy_HSA=-7.10. (4) Drug 1: CS(=O)(=O)C1=CC(=C(C=C1)C(=O)NC2=CC(=C(C=C2)Cl)C3=CC=CC=N3)Cl. Cell line: MCF7. Drug 2: CC1C(C(CC(O1)OC2CC(CC3=C2C(=C4C(=C3O)C(=O)C5=C(C4=O)C(=CC=C5)OC)O)(C(=O)CO)O)N)O.Cl. Synergy scores: CSS=39.4, Synergy_ZIP=-0.304, Synergy_Bliss=-0.398, Synergy_Loewe=-16.6, Synergy_HSA=1.67. (5) Drug 1: CC1=C(C=C(C=C1)C(=O)NC2=CC(=CC(=C2)C(F)(F)F)N3C=C(N=C3)C)NC4=NC=CC(=N4)C5=CN=CC=C5. Drug 2: COC1=C2C(=CC3=C1OC=C3)C=CC(=O)O2. Cell line: SNB-75. Synergy scores: CSS=0.699, Synergy_ZIP=-0.329, Synergy_Bliss=0.0956, Synergy_Loewe=-1.50, Synergy_HSA=-1.50.